From a dataset of Forward reaction prediction with 1.9M reactions from USPTO patents (1976-2016). Predict the product of the given reaction. (1) Given the reactants [NH2:1][C:2]1[N:3]=[CH:4][C:5]([C:18]2[CH:23]=[CH:22][C:21]([C:24]([N:26]3[CH2:31][CH2:30]N[CH2:28][CH2:27]3)=[O:25])=[CH:20][CH:19]=2)=[N:6][C:7]=1[C:8]1[NH:12][C:11]2[CH:13]=[C:14]([CH3:17])[CH:15]=[CH:16][C:10]=2[N:9]=1.NC1N=CC(C2C=CC([C:55]([N:57]3[CH2:62][CH2:58][N:57]([CH3:62])[CH2:55][CH2:58]3)=O)=CC=2)=NC=1C1NC2C=C(C)C=CC=2N=1.NC1N=CC(C2C=CC(C(N3CCCN(C)CC3)=O)=CC=2)=NC=1C1NC2C=C(C)C=CC=2N=1, predict the reaction product. The product is: [NH2:1][C:2]1[N:3]=[CH:4][C:5]([C:18]2[CH:23]=[CH:22][C:21]([C:24]([N:26]3[CH2:27][CH2:28][CH:55]([N:57]([CH3:62])[CH3:58])[CH2:30][CH2:31]3)=[O:25])=[CH:20][CH:19]=2)=[N:6][C:7]=1[C:8]1[NH:12][C:11]2[CH:13]=[C:14]([CH3:17])[CH:15]=[CH:16][C:10]=2[N:9]=1. (2) Given the reactants [CH2:1]([O:3][C:4](=[O:22])[C:5]1[CH:10]=[CH:9][CH:8]=[C:7]([O:11][C:12]2[CH:17]=[CH:16][C:15]([Cl:18])=[CH:14][C:13]=2[N+:19]([O-])=O)[CH:6]=1)[CH3:2].Cl[Sn]Cl, predict the reaction product. The product is: [CH2:1]([O:3][C:4](=[O:22])[C:5]1[CH:10]=[CH:9][CH:8]=[C:7]([O:11][C:12]2[CH:17]=[CH:16][C:15]([Cl:18])=[CH:14][C:13]=2[NH2:19])[CH:6]=1)[CH3:2]. (3) Given the reactants [N:1]([CH2:4][CH:5]1[CH2:9][CH:8]([NH:10]C(OC(C)(C)C)=O)[CH:7]=[CH:6]1)=[N+:2]=[N-:3], predict the reaction product. The product is: [N:1]([CH2:4][CH:5]1[CH2:9][CH:8]([NH2:10])[CH:7]=[CH:6]1)=[N+:2]=[N-:3]. (4) Given the reactants [Na].[OH:2][C:3]1[CH:4]=[N:5][CH:6]=[CH:7][CH:8]=1.Br[CH:10]([C:14]1[CH:19]=[CH:18][CH:17]=[CH:16][CH:15]=1)[C:11]([OH:13])=[O:12].O1CCC[CH2:21]1, predict the reaction product. The product is: [CH3:21][O:13][C:11](=[O:12])[CH:10]([C:14]1[CH:19]=[CH:18][CH:17]=[CH:16][CH:15]=1)[O:2][C:3]1[CH:4]=[N:5][CH:6]=[CH:7][CH:8]=1. (5) The product is: [Br:1][C:2]1[CH:7]=[CH:6][C:5]([C:8]2[N:19]([CH2:20][C@@H:21]3[CH2:25][CH2:24][N:23]([C:26]([CH:28]4[CH2:30][CH2:29]4)=[O:27])[CH2:22]3)[C:17](=[O:18])[C:12]3[CH:13]=[N:14][N:15]([CH3:16])[C:11]=3[N:10]=2)=[C:4]([F:31])[CH:3]=1. Given the reactants [Br:1][C:2]1[CH:7]=[CH:6][C:5]([C:8]([NH:10][C:11]2[N:15]([CH3:16])[N:14]=[CH:13][C:12]=2[C:17]([NH:19][CH2:20][C@@H:21]2[CH2:25][CH2:24][N:23]([C:26]([CH:28]3[CH2:30][CH2:29]3)=[O:27])[CH2:22]2)=[O:18])=O)=[C:4]([F:31])[CH:3]=1, predict the reaction product. (6) Given the reactants [N+:1](=[CH:3][Si:4]([CH3:7])([CH3:6])[CH3:5])=[N-:2].C([Li])CCC.[CH3:13][C:14]1([CH3:44])[CH2:19][O:18][CH2:17][CH2:16][N:15]1[C:20]([C:22]1[C:23]2[CH2:39][O:38][C:37]3[CH:36]=[C:35]([O:40][CH3:41])[C:34]([C:42]#[N:43])=[CH:33][C:32]=3[C:24]=2[N:25]([C:27]2[CH:31]=[CH:30][S:29][CH:28]=2)[N:26]=1)=[O:21], predict the reaction product. The product is: [CH3:13][C:14]1([CH3:44])[CH2:19][O:18][CH2:17][CH2:16][N:15]1[C:20]([C:22]1[C:23]2[CH2:39][O:38][C:37]3[CH:36]=[C:35]([O:40][CH3:41])[C:34]([C:42]4[N:2]=[N:1][CH:3]([Si:4]([CH3:7])([CH3:6])[CH3:5])[N:43]=4)=[CH:33][C:32]=3[C:24]=2[N:25]([C:27]2[CH:31]=[CH:30][S:29][CH:28]=2)[N:26]=1)=[O:21]. (7) Given the reactants [C:1]([NH:9][C:10]1[S:11][CH2:12][CH:13]2[CH2:18][N:17]([C:19]([O:21][CH2:22][C:23]3[CH:28]=[CH:27][CH:26]=[CH:25][CH:24]=3)=[O:20])[CH2:16][C:14]2([C:29]2[S:33][C:32]([Si](C)(C)C)=[N:31][CH:30]=2)[N:15]=1)(=[O:8])[C:2]1[CH:7]=[CH:6][CH:5]=[CH:4][CH:3]=1.[F-].C([N+](CCCC)(CCCC)CCCC)CCC, predict the reaction product. The product is: [C:1]([NH:9][C:10]1[S:11][CH2:12][CH:13]2[CH2:18][N:17]([C:19]([O:21][CH2:22][C:23]3[CH:24]=[CH:25][CH:26]=[CH:27][CH:28]=3)=[O:20])[CH2:16][C:14]2([C:29]2[S:33][CH:32]=[N:31][CH:30]=2)[N:15]=1)(=[O:8])[C:2]1[CH:7]=[CH:6][CH:5]=[CH:4][CH:3]=1.